This data is from Forward reaction prediction with 1.9M reactions from USPTO patents (1976-2016). The task is: Predict the product of the given reaction. (1) Given the reactants Cl[CH2:2][CH2:3][CH2:4][CH2:5][CH:6]([C:14]1[NH:18][N:17]=[C:16]([NH:19][C:20]2[CH:25]=[C:24]([O:26][CH3:27])[C:23]([N:28]3[CH:32]=[C:31]([Cl:33])[N:30]=[CH:29]3)=[C:22]([F:34])[CH:21]=2)[N:15]=1)[C:7]1[CH:12]=[CH:11][C:10]([F:13])=[CH:9][CH:8]=1.C(=O)([O-])[O-].[K+].[K+].[I-].[K+], predict the reaction product. The product is: [Cl:33][C:31]1[N:30]=[CH:29][N:28]([C:23]2[C:24]([O:26][CH3:27])=[CH:25][C:20]([NH:19][C:16]3[N:15]=[C:14]4[CH:6]([C:7]5[CH:12]=[CH:11][C:10]([F:13])=[CH:9][CH:8]=5)[CH2:5][CH2:4][CH2:3][CH2:2][N:18]4[N:17]=3)=[CH:21][C:22]=2[F:34])[CH:32]=1. (2) Given the reactants O1CCN([C:7]2[N:12]=[C:11]([C:13]([NH:15]C3N=CN4C=CC(C5C=CC=CC=5C(F)(F)F)=NC=34)=[O:14])[CH:10]=[CH:9][CH:8]=2)CC1.[F:35][C:36]([F:62])([F:61])[C:37]1[CH:42]=[CH:41][CH:40]=[CH:39][C:38]=1[C:43]1[CH:48]=CN2C=N[C:51]([NH:52]C(=O)C3C=CC=NC=3)=[C:45]2[N:44]=1.FC(F)(F)C1C=CC=CC=1C1C=CN2C=NC(NC(C3C=CN=CN=3)=[O:82])=C2N=1, predict the reaction product. The product is: [F:62][C:36]([F:35])([F:61])[C:37]1[CH:42]=[CH:41][CH:40]=[CH:39][C:38]=1[C:43]1([C:48]([NH:15][C:13](=[O:14])[C:11]2[CH:10]=[CH:9][CH:8]=[CH:7][N:12]=2)=[O:82])[N:44]=[CH:45][CH:51]=[N:52]1. (3) Given the reactants [F:1][CH:2]1[CH:7]([C:8]2[CH:13]=[CH:12][N:11]=[CH:10][C:9]=2[N+:14]([O-:16])=[O:15])[O:6][CH:5]([CH3:17])[C:4]([CH3:19])([OH:18])[CH:3]1[OH:20].N1C=CN=C1.[C:26]([Si:30](Cl)([CH3:32])[CH3:31])([CH3:29])([CH3:28])[CH3:27].O, predict the reaction product. The product is: [Si:30]([O:20][CH:3]1[CH:2]([F:1])[CH:7]([C:8]2[CH:13]=[CH:12][N:11]=[CH:10][C:9]=2[N+:14]([O-:16])=[O:15])[O:6][CH:5]([CH3:17])[C:4]1([CH3:19])[OH:18])([C:26]([CH3:29])([CH3:28])[CH3:27])([CH3:32])[CH3:31]. (4) Given the reactants [N:1]1[CH:6]=[C:5]([C:7]([OH:9])=O)[CH:4]=[N:3][CH:2]=1.[CH2:10]([O:12][C:13]1[CH:19]=[CH:18][C:16]([NH2:17])=[C:15]([N+:20]([O-:22])=[O:21])[CH:14]=1)[CH3:11], predict the reaction product. The product is: [CH2:10]([O:12][C:13]1[CH:19]=[CH:18][C:16]([NH:17][C:7]([C:5]2[CH:4]=[N:3][CH:2]=[N:1][CH:6]=2)=[O:9])=[C:15]([N+:20]([O-:22])=[O:21])[CH:14]=1)[CH3:11]. (5) Given the reactants Cl.[NH2:2][C:3]1[CH:12]=[CH:11][C:6]2[CH2:7][O:8][B:9]([OH:10])[C:5]=2[CH:4]=1.C(N(CC)CC)C.[F:20][C:21]1[CH:29]=[CH:28][C:24]([C:25](Cl)=[O:26])=[C:23]([C:30]([F:33])([F:32])[F:31])[CH:22]=1.Cl, predict the reaction product. The product is: [F:20][C:21]1[CH:29]=[CH:28][C:24]([C:25]([NH:2][C:3]2[CH:12]=[CH:11][C:6]3[CH2:7][O:8][B:9]([OH:10])[C:5]=3[CH:4]=2)=[O:26])=[C:23]([C:30]([F:31])([F:32])[F:33])[CH:22]=1. (6) Given the reactants F[C:2]1[C:3]([CH3:15])=[C:4]([CH:8]=[CH:9][C:10]=1[C:11]([F:14])([F:13])[F:12])[C:5]([OH:7])=[O:6].[H-].[Na+].[CH2:18]([SH:20])[CH3:19].Cl, predict the reaction product. The product is: [CH2:18]([S:20][C:2]1[C:3]([CH3:15])=[C:4]([CH:8]=[CH:9][C:10]=1[C:11]([F:14])([F:13])[F:12])[C:5]([OH:7])=[O:6])[CH3:19].